Dataset: Full USPTO retrosynthesis dataset with 1.9M reactions from patents (1976-2016). Task: Predict the reactants needed to synthesize the given product. (1) Given the product [CH3:13][O:14][C:15]1[CH:16]=[C:17]2[C:22](=[CH:23][C:24]=1[O:25][CH3:26])[N:21]=[CH:20][CH:19]=[C:18]2[O:27][C:28]1[CH:34]=[CH:33][C:31]([NH:32][C:11]([NH:10][C:8](=[O:9])[C:5]2[CH:4]=[CH:3][C:2]([CH3:1])=[CH:7][CH:6]=2)=[S:12])=[C:30]([CH3:35])[CH:29]=1, predict the reactants needed to synthesize it. The reactants are: [CH3:1][C:2]1[CH:7]=[CH:6][C:5]([C:8]([N:10]=[C:11]=[S:12])=[O:9])=[CH:4][CH:3]=1.[CH3:13][O:14][C:15]1[CH:16]=[C:17]2[C:22](=[CH:23][C:24]=1[O:25][CH3:26])[N:21]=[CH:20][CH:19]=[C:18]2[O:27][C:28]1[CH:34]=[CH:33][C:31]([NH2:32])=[C:30]([CH3:35])[CH:29]=1.C1(C)C=CC=CC=1. (2) Given the product [C:1](=[O:3])=[O:2].[C:4]([O-:16])(=[O:15])[CH2:5][C:6]([CH2:11][C:12]([O-:14])=[O:13])([C:8]([O-:10])=[O:9])[OH:7].[Na+:21].[Na+:21].[Na+:21], predict the reactants needed to synthesize it. The reactants are: [C:1](=[O:3])=[O:2].[C:4]([OH:16])(=[O:15])[CH2:5][C:6]([CH2:11][C:12]([OH:14])=[O:13])([C:8]([OH:10])=[O:9])[OH:7].C(=O)(O)[O-].[Na+:21]. (3) Given the product [CH3:17][C:12]1[C:11]([C:9]2[CH:10]=[C:5]3[N:4]([CH:18]([C:25]4[CH:26]=[CH:27][CH:28]=[CH:29][CH:30]=4)[C:19]4[CH:24]=[CH:23][CH:22]=[CH:21][N:20]=4)[CH:3]=[C:2]([C:39]4[CH:48]=[CH:47][C:42]([C:43]([O:45][CH3:46])=[O:44])=[CH:41][CH:40]=4)[C:6]3=[N:7][CH:8]=2)=[C:15]([CH3:16])[O:14][N:13]=1, predict the reactants needed to synthesize it. The reactants are: I[C:2]1[C:6]2=[N:7][CH:8]=[C:9]([C:11]3[C:12]([CH3:17])=[N:13][O:14][C:15]=3[CH3:16])[CH:10]=[C:5]2[N:4]([CH:18]([C:25]2[CH:30]=[CH:29][CH:28]=[CH:27][CH:26]=2)[C:19]2[CH:24]=[CH:23][CH:22]=[CH:21][N:20]=2)[CH:3]=1.CC1(C)C(C)(C)OB([C:39]2[CH:48]=[CH:47][C:42]([C:43]([O:45][CH3:46])=[O:44])=[CH:41][CH:40]=2)O1.C(=O)([O-])[O-].[K+].[K+]. (4) Given the product [CH:11]([N:8]1[CH:7]=[N:6][C:5]2[C:9]1=[N:10][C:2]([NH:31][C@H:32]([CH2:37][CH3:38])[C:33]([CH3:36])([OH:35])[CH3:34])=[N:3][C:4]=2[NH:14][CH2:15][C:16]1[CH:17]=[N:18][CH:19]=[CH:20][CH:21]=1)([CH3:13])[CH3:12], predict the reactants needed to synthesize it. The reactants are: F[C:2]1[N:10]=[C:9]2[C:5]([N:6]=[CH:7][N:8]2[CH:11]([CH3:13])[CH3:12])=[C:4]([NH:14][CH2:15][C:16]2[CH:17]=[N:18][CH:19]=[CH:20][CH:21]=2)[N:3]=1.CCN(C(C)C)C(C)C.[NH2:31][C@H:32]([CH2:37][CH3:38])[C:33]([CH3:36])([OH:35])[CH3:34]. (5) Given the product [CH:20]1([C:23]([C:24]2[C:10]([C:12]3[CH:17]=[CH:16][C:15]([O:18][CH3:19])=[CH:14][CH:13]=3)=[C:3]3[C:4]4[CH2:9][CH2:8][CH2:7][C:5]=4[S:6][C:2]3=[N:1][C:25]=2[CH3:26])=[O:28])[CH2:22][CH2:21]1, predict the reactants needed to synthesize it. The reactants are: [NH2:1][C:2]1[S:6][C:5]2[CH2:7][CH2:8][CH2:9][C:4]=2[C:3]=1[C:10]([C:12]1[CH:17]=[CH:16][C:15]([O:18][CH3:19])=[CH:14][CH:13]=1)=O.[CH:20]1([C:23](=[O:28])[CH2:24][C:25](=O)[CH3:26])[CH2:22][CH2:21]1. (6) Given the product [CH3:18][N:19]([CH3:21])[CH:20]=[N:15][C:12]1[N:13]=[N:14][C:9]([CH2:1][CH2:2][C:3]2[CH:8]=[CH:7][CH:6]=[CH:5][CH:4]=2)=[CH:10][CH:11]=1, predict the reactants needed to synthesize it. The reactants are: [CH2:1]([C:9]1[N:14]=[N:13][C:12]([NH2:15])=[CH:11][CH:10]=1)[CH2:2][C:3]1[CH:8]=[CH:7][CH:6]=[CH:5][CH:4]=1.CO[CH:18](OC)[N:19]([CH3:21])[CH3:20]. (7) Given the product [CH2:1]([C@H:8]1[C:37](=[O:38])[N:36]([CH3:39])[C@@H:35]([CH2:40][CH:41]([CH3:42])[CH3:43])[C:34](=[O:44])[NH:33][C@@H:32]([C@H:45]([OH:47])[CH3:46])[C:31](=[O:48])[N:30]([CH3:49])[CH2:29][C:28](=[O:50])[N:27]([CH3:51])[C@@H:26]([CH2:52][CH:53]([CH3:55])[CH3:54])[C:25](=[O:56])[NH:24][C@@H:23]([CH2:57][O:58][C:59]([CH3:60])([CH3:62])[CH3:61])[C:22](=[O:63])[N:21]([CH3:64])[C@@H:20]([C@H:65]([CH2:67][CH3:68])[CH3:66])[C:19](=[O:69])[NH:18][C@H:17]([C:70]([N:72]2[CH2:73][CH2:74][CH2:75][CH2:76][CH2:77]2)=[O:71])[CH2:16][S:15](=[O:84])[CH2:14][C:13](=[O:78])[N:12]([CH3:79])[C@@H:11]([CH3:80])[C:10](=[O:81])[N:9]1[CH3:82])[C:2]1[CH:3]=[CH:4][CH:5]=[CH:6][CH:7]=1, predict the reactants needed to synthesize it. The reactants are: [CH2:1]([C@H:8]1[C:37](=[O:38])[N:36]([CH3:39])[C@@H:35]([CH2:40][CH:41]([CH3:43])[CH3:42])[C:34](=[O:44])[NH:33][C@@H:32]([C@H:45]([OH:47])[CH3:46])[C:31](=[O:48])[N:30]([CH3:49])[CH2:29][C:28](=[O:50])[N:27]([CH3:51])[C@@H:26]([CH2:52][CH:53]([CH3:55])[CH3:54])[C:25](=[O:56])[NH:24][C@@H:23]([CH2:57][O:58][C:59]([CH3:62])([CH3:61])[CH3:60])[C:22](=[O:63])[N:21]([CH3:64])[C@@H:20]([C@H:65]([CH2:67][CH3:68])[CH3:66])[C:19](=[O:69])[NH:18][C@H:17]([C:70]([N:72]2[CH2:77][CH2:76][CH2:75][CH2:74][CH2:73]2)=[O:71])[CH2:16][S:15][CH2:14][C:13](=[O:78])[N:12]([CH3:79])[C@@H:11]([CH3:80])[C:10](=[O:81])[N:9]1[CH3:82])[C:2]1[CH:7]=[CH:6][CH:5]=[CH:4][CH:3]=1.O.[OH:84]OS([O-])=O.[K+].CS(C)=O. (8) Given the product [CH3:31][O:32][CH2:88][CH2:87][NH:86][CH2:85][C@:51]12[CH2:81][CH2:80][C@@H:79]([C:82]([CH3:84])=[CH2:83])[C@@H:52]1[C@@H:53]1[C@@:48]([CH3:47])([CH2:49][CH2:50]2)[C@@:65]2([CH3:66])[C@@H:56]([C@:57]3([CH3:78])[C@@H:62]([CH2:63][CH2:64]2)[C:61]([CH3:67])([CH3:68])[C:60]([C:69]2[CH:77]=[CH:76][C:72]([C:73]([OH:75])=[O:74])=[CH:71][CH:70]=2)=[CH:59][CH2:58]3)[CH2:55][CH2:54]1, predict the reactants needed to synthesize it. The reactants are: N1(C[C@]23CC[C@@H](C(C)=C)[C@@H]2[C@@H]2[C@@](C)(CC3)[C@@]3(C)[C@@H]([C@]4(C)[C@@H](CC3)C(C)(C)C(C3C=CC([C:31](OC(C)(C)C)=[O:32])=CC=3)=CC4)CC2)CC1.[CH3:47][C@:48]12[C@@:65]3([CH3:66])[C@@H:56]([C@:57]4([CH3:78])[C@@H:62]([CH2:63][CH2:64]3)[C:61]([CH3:68])([CH3:67])[C:60]([C:69]3[CH:77]=[CH:76][C:72]([C:73]([OH:75])=[O:74])=[CH:71][CH:70]=3)=[CH:59][CH2:58]4)[CH2:55][CH2:54][C@@H:53]1[C@H:52]1[C@H:79]([C:82]([CH3:84])=[CH2:83])[CH2:80][CH2:81][C@:51]1([CH2:85][NH:86][CH2:87][CH2:88]N1CCN(S(C)(=O)=O)CC1)[CH2:50][CH2:49]2. (9) Given the product [Br:1][C:2]1[CH:7]=[CH:6][C:5]([C:8]2[O:9][C:10]([Br:14])=[CH:11][N:12]=2)=[C:4]([CH3:13])[CH:3]=1, predict the reactants needed to synthesize it. The reactants are: [Br:1][C:2]1[CH:7]=[CH:6][C:5]([C:8]2[O:9][CH2:10][CH2:11][N:12]=2)=[C:4]([CH3:13])[CH:3]=1.[Br:14]N1C(=O)CCC1=O.